Dataset: Forward reaction prediction with 1.9M reactions from USPTO patents (1976-2016). Task: Predict the product of the given reaction. (1) Given the reactants [CH3:1][O:2][C:3](=[O:26])[CH2:4][C@H:5]1[C:9]2[CH:10]=[CH:11][C:12]([O:14][C@H:15]3[C:23]4[C:18](=[C:19](Br)[CH:20]=[CH:21][C:22]=4[F:24])[CH2:17][CH2:16]3)=[CH:13][C:8]=2[O:7][CH2:6]1.[Cl-].[CH3:28][O:29][C:30]1[CH:37]=[CH:36][C:33]([CH2:34][Zn+])=[CH:32][CH:31]=1.Cl.N, predict the reaction product. The product is: [CH3:1][O:2][C:3](=[O:26])[CH2:4][C@H:5]1[C:9]2[CH:10]=[CH:11][C:12]([O:14][C@H:15]3[C:23]4[C:18](=[C:19]([CH2:34][C:33]5[CH:36]=[CH:37][C:30]([O:29][CH3:28])=[CH:31][CH:32]=5)[CH:20]=[CH:21][C:22]=4[F:24])[CH2:17][CH2:16]3)=[CH:13][C:8]=2[O:7][CH2:6]1. (2) The product is: [F:28][C:16]1[CH:17]=[CH:18][C:19]([NH:21][CH2:22][C:23]2[O:24][CH:25]=[CH:26][CH:27]=2)=[CH:20][C:15]=1[C:12]1([CH3:14])[CH2:11][O:10][CH2:9][C:8]([NH2:7])=[N:13]1. Given the reactants C(OC(=O)[NH:7][C:8]1[CH2:9][O:10][CH2:11][C:12]([C:15]2[CH:20]=[C:19]([NH:21][CH2:22][C:23]3[O:24][CH:25]=[CH:26][CH:27]=3)[CH:18]=[CH:17][C:16]=2[F:28])([CH3:14])[N:13]=1)(C)(C)C.Cl.O1CCOCC1.C(O)(C(F)(F)F)=O, predict the reaction product.